Dataset: Aqueous solubility values for 9,982 compounds from the AqSolDB database. Task: Regression/Classification. Given a drug SMILES string, predict its absorption, distribution, metabolism, or excretion properties. Task type varies by dataset: regression for continuous measurements (e.g., permeability, clearance, half-life) or binary classification for categorical outcomes (e.g., BBB penetration, CYP inhibition). For this dataset (solubility_aqsoldb), we predict Y. (1) The compound is CCC(C)C1(CC)C(=O)NC(=O)NC1=O. The Y is -2.39 log mol/L. (2) The drug is FC(Cl)Cl. The Y is -0.738 log mol/L. (3) The compound is O=C(OCc1ccccc1)n1cc(F)c(=O)[nH]c1=O. The Y is -2.82 log mol/L. (4) The compound is NS(=O)(=O)c1ccc(Nc2ccnc(NS(=O)(=O)Cc3ccccc3)n2)cc1. The Y is -2.70 log mol/L. (5) The compound is O=S(=O)([O-])OCCS(=O)(=O)c1ccc(N=Nc2c(S(=O)(=O)[O-])cc3cc(Nc4nc(Cl)nc(Cl)n4)ccc3c2O)cc1.[Na+].[Na+]. The Y is -1.58 log mol/L. (6) The compound is CC1=C[C@H]2C(=O)O[C@H]3CC(C/C=C(\C)C[C@@H](C)/C=C/C=C4\CO[C@H]([C@@H]1O)[C@@]42O)O[C@@]1(CC[C@H](C)C(C)O1)C3. The Y is -5.78 log mol/L. (7) The compound is COc1cccc(C(C)=O)c1. The Y is -1.87 log mol/L.